This data is from Catalyst prediction with 721,799 reactions and 888 catalyst types from USPTO. The task is: Predict which catalyst facilitates the given reaction. Reactant: [H-].[Al+3].[Li+].[H-].[H-].[H-].[CH3:7][O:8][C:9]1[CH:31]=[CH:30][C:12]([CH2:13][NH:14][C:15]2[N:25]=[CH:24][CH:23]=[C:22]([C:26]([F:29])([F:28])[F:27])[C:16]=2[C:17](OCC)=[O:18])=[CH:11][CH:10]=1.O.O.O.O.O.O.O.O.O.O.S([O-])([O-])(=O)=O.[Na+].[Na+]. Product: [CH3:7][O:8][C:9]1[CH:10]=[CH:11][C:12]([CH2:13][NH:14][C:15]2[N:25]=[CH:24][CH:23]=[C:22]([C:26]([F:28])([F:29])[F:27])[C:16]=2[CH:17]=[O:18])=[CH:30][CH:31]=1. The catalyst class is: 1.